This data is from Catalyst prediction with 721,799 reactions and 888 catalyst types from USPTO. The task is: Predict which catalyst facilitates the given reaction. (1) The catalyst class is: 21. Product: [CH3:1][O:2][C:3](=[O:17])[CH2:4][CH2:5][CH2:6][CH2:7][CH2:8][O:9][C:10]1[CH:15]=[CH:14][C:13]([NH:16][C:34](=[O:35])[CH2:33][O:32][CH2:25][C:26]2[CH:31]=[CH:30][CH:29]=[CH:28][CH:27]=2)=[CH:12][CH:11]=1. Reactant: [CH3:1][O:2][C:3](=[O:17])[CH2:4][CH2:5][CH2:6][CH2:7][CH2:8][O:9][C:10]1[CH:15]=[CH:14][C:13]([NH2:16])=[CH:12][CH:11]=1.C(N(CC)CC)C.[CH2:25]([O:32][CH2:33][C:34](Cl)=[O:35])[C:26]1[CH:31]=[CH:30][CH:29]=[CH:28][CH:27]=1. (2) Reactant: O1[C:5]2([CH2:10][CH2:9][N:8]([C:11]3[C:20]([F:21])=[C:19]4[C:14]([CH:15]=[CH:16][CH:17]=[N:18]4)=[CH:13][CH:12]=3)[CH2:7][CH2:6]2)[O:4]CC1.Cl.[OH-].[Na+]. Product: [F:21][C:20]1[C:11]([N:8]2[CH2:7][CH2:6][C:5](=[O:4])[CH2:10][CH2:9]2)=[CH:12][CH:13]=[C:14]2[C:19]=1[N:18]=[CH:17][CH:16]=[CH:15]2. The catalyst class is: 7. (3) The catalyst class is: 703. Reactant: [CH3:1][C:2]1[N:3]=[C:4]([C:10]2[CH:15]=[CH:14][C:13]([C:16]([F:19])([F:18])[F:17])=[CH:12][CH:11]=2)[S:5][C:6]=1[CH:7]([OH:9])[CH3:8]. Product: [CH3:1][C:2]1[N:3]=[C:4]([C:10]2[CH:15]=[CH:14][C:13]([C:16]([F:19])([F:18])[F:17])=[CH:12][CH:11]=2)[S:5][C:6]=1[C:7](=[O:9])[CH3:8]. (4) Reactant: N1C=CC=CC=1.[NH2:7][C:8]1[CH:9]=[C:10]([S:14][C:15]2[C:16]([CH2:32][CH3:33])=[N:17][N:18]([CH2:22][CH2:23][NH:24][C:25](=[O:31])[O:26][C:27]([CH3:30])([CH3:29])[CH3:28])[C:19]=2[CH2:20][CH3:21])[CH:11]=[CH:12][CH:13]=1.[CH3:34][S:35](Cl)(=[O:37])=[O:36]. Product: [CH2:32]([C:16]1[C:15]([S:14][C:10]2[CH:11]=[CH:12][CH:13]=[C:8]([NH:7][S:35]([CH3:34])(=[O:37])=[O:36])[CH:9]=2)=[C:19]([CH2:20][CH3:21])[N:18]([CH2:22][CH2:23][NH:24][C:25](=[O:31])[O:26][C:27]([CH3:28])([CH3:30])[CH3:29])[N:17]=1)[CH3:33]. The catalyst class is: 4. (5) Reactant: [CH2:1]([O:8][C@@H:9]1[C@@H:14]([O:15][CH2:16][C:17]2[CH:22]=[CH:21][CH:20]=[CH:19][CH:18]=2)[C@H:13]([O:23][CH2:24][C:25]2[CH:30]=[CH:29][CH:28]=[CH:27][CH:26]=2)[C@@H:12]([CH2:31][O:32][CH2:33][C:34]2[CH:39]=[CH:38][CH:37]=[CH:36][CH:35]=2)[O:11][C@H:10]1[C:40]1[CH:45]=[C:44]([CH2:46][C:47]2[CH:52]=[CH:51][C:50](/[CH:53]=[CH:54]/[CH2:55][C:56](O)=[O:57])=[CH:49][CH:48]=2)[C:43]([CH3:59])=[CH:42][C:41]=1[O:60][CH2:61][C:62]1[CH:67]=[CH:66][CH:65]=[CH:64][CH:63]=1)[C:2]1[CH:7]=[CH:6][CH:5]=[CH:4][CH:3]=1.[NH2:68][C:69]([CH3:73])([CH3:72])[CH2:70][OH:71].ON1C2C=CC=CC=2N=N1.CCN=C=NCCCN(C)C. Product: [CH2:1]([O:8][C@@H:9]1[C@@H:14]([O:15][CH2:16][C:17]2[CH:18]=[CH:19][CH:20]=[CH:21][CH:22]=2)[C@H:13]([O:23][CH2:24][C:25]2[CH:30]=[CH:29][CH:28]=[CH:27][CH:26]=2)[C@@H:12]([CH2:31][O:32][CH2:33][C:34]2[CH:39]=[CH:38][CH:37]=[CH:36][CH:35]=2)[O:11][C@H:10]1[C:40]1[CH:45]=[C:44]([CH2:46][C:47]2[CH:48]=[CH:49][C:50](/[CH:53]=[CH:54]/[CH2:55][C:56]([NH:68][C:69]([CH3:73])([CH3:72])[CH2:70][OH:71])=[O:57])=[CH:51][CH:52]=2)[C:43]([CH3:59])=[CH:42][C:41]=1[O:60][CH2:61][C:62]1[CH:63]=[CH:64][CH:65]=[CH:66][CH:67]=1)[C:2]1[CH:7]=[CH:6][CH:5]=[CH:4][CH:3]=1. The catalyst class is: 408.